Dataset: Full USPTO retrosynthesis dataset with 1.9M reactions from patents (1976-2016). Task: Predict the reactants needed to synthesize the given product. (1) Given the product [CH2:1]([C:3]1[C:8]([O:9][C:10]2[C:11]([NH:23][C:24]3[S:28][N:27]=[C:26]([CH:29]4[CH2:30][CH:31]5[N:36]([C:37]([O:39][C:40]([CH3:43])([CH3:42])[CH3:41])=[O:38])[CH:34]([CH2:33][CH2:32]5)[CH2:35]4)[N:25]=3)=[N:12][CH:13]=[C:14]([S:16][CH2:51][CH2:52][O:53][CH3:54])[CH:15]=2)=[CH:7][CH:6]=[CH:5][N:4]=1)[CH3:2], predict the reactants needed to synthesize it. The reactants are: [CH2:1]([C:3]1[C:8]([O:9][C:10]2[C:11]([NH:23][C:24]3[S:28][N:27]=[C:26]([CH:29]4[CH2:35][CH:34]5[N:36]([C:37]([O:39][C:40]([CH3:43])([CH3:42])[CH3:41])=[O:38])[CH:31]([CH2:32][CH2:33]5)[CH2:30]4)[N:25]=3)=[N:12][CH:13]=[C:14]([S:16]CCC(OC)=O)[CH:15]=2)=[CH:7][CH:6]=[CH:5][N:4]=1)[CH3:2].CC([O-])(C)C.[K+].Br[CH2:51][CH2:52][O:53][CH3:54]. (2) Given the product [NH2:1][C:4]1[CH:5]=[N:6][N:7]([C:9]([O:11][C:12]([CH3:15])([CH3:14])[CH3:13])=[O:10])[CH:8]=1, predict the reactants needed to synthesize it. The reactants are: [N+:1]([C:4]1[CH:5]=[N:6][N:7]([C:9]([O:11][C:12]([CH3:15])([CH3:14])[CH3:13])=[O:10])[CH:8]=1)([O-])=O.[H][H]. (3) Given the product [Cl:1][C:2]1[CH:8]=[C:7]2[C:5](=[CH:4][CH:3]=1)[N:6]=[CH:16][C:15]([CH3:17])=[CH:14]2, predict the reactants needed to synthesize it. The reactants are: [Cl:1][C:2]1[CH:8]=[CH:7][C:5]([NH2:6])=[CH:4][CH:3]=1.Cl.C(O[CH:14](O)[C:15]([CH3:17])=[CH2:16])(=O)C.CC(=C)C(O)O.